Dataset: Peptide-MHC class I binding affinity with 185,985 pairs from IEDB/IMGT. Task: Regression. Given a peptide amino acid sequence and an MHC pseudo amino acid sequence, predict their binding affinity value. This is MHC class I binding data. (1) The peptide sequence is TRAADEPPL. The MHC is HLA-A24:02 with pseudo-sequence HLA-A24:02. The binding affinity (normalized) is 0. (2) The peptide sequence is EYTDYMPSM. The MHC is HLA-A26:01 with pseudo-sequence HLA-A26:01. The binding affinity (normalized) is 0.264. (3) The peptide sequence is RRHRILDIYLE. The MHC is Mamu-A01 with pseudo-sequence Mamu-A01. The binding affinity (normalized) is 0.164. (4) The peptide sequence is ALVEICTEM. The MHC is HLA-A23:01 with pseudo-sequence HLA-A23:01. The binding affinity (normalized) is 0.0519. (5) The peptide sequence is RRFDTFKAF. The MHC is HLA-A02:01 with pseudo-sequence HLA-A02:01. The binding affinity (normalized) is 0.0847. (6) The peptide sequence is STGKSIKFK. The MHC is HLA-A26:01 with pseudo-sequence HLA-A26:01. The binding affinity (normalized) is 0.0847.